This data is from Catalyst prediction with 721,799 reactions and 888 catalyst types from USPTO. The task is: Predict which catalyst facilitates the given reaction. (1) Reactant: [F:1][C:2]([F:34])([F:33])[C:3]1[CH:8]=[CH:7][C:6]([C:9]2[CH:10]=[C:11]([CH:30]=[CH:31][CH:32]=2)[CH2:12][O:13][C:14]2[CH:15]=[C:16]3[C:21](=[CH:22][CH:23]=2)[CH:20]([CH2:24][C:25]([O:27]C)=[O:26])[C:19](=[CH2:29])[CH2:18][CH2:17]3)=[CH:5][CH:4]=1.[OH-].[Na+]. Product: [F:1][C:2]([F:33])([F:34])[C:3]1[CH:4]=[CH:5][C:6]([C:9]2[CH:10]=[C:11]([CH:30]=[CH:31][CH:32]=2)[CH2:12][O:13][C:14]2[CH:15]=[C:16]3[C:21](=[CH:22][CH:23]=2)[CH:20]([CH2:24][C:25]([OH:27])=[O:26])[C:19](=[CH2:29])[CH2:18][CH2:17]3)=[CH:7][CH:8]=1. The catalyst class is: 315. (2) The catalyst class is: 2. Reactant: [CH3:1][C:2]1[C:3]([CH2:14][S:15]([C:17]2[NH:21][C:20]3[CH:22]=[CH:23][CH:24]=[CH:25][C:19]=3[N:18]=2)=[O:16])=[N:4][CH:5]=[CH:6][C:7]=1[O:8][CH2:9][C:10]([F:13])([F:12])[F:11].[H-].[Na+].C1(C)C=CC(S(CCOC(=O)C)(=O)=O)=CC=1.[C:44]1([CH3:70])[CH:49]=[CH:48][C:47]([S:50]([CH2:53][CH2:54][O:55][C:56](=[O:69])[CH2:57][O:58][C:59]2[CH:64]=[CH:63][C:62]([S:65](Cl)(=[O:67])=[O:66])=[CH:61][CH:60]=2)(=[O:52])=[O:51])=[CH:46][CH:45]=1.C([O-])(O)=O.[Na+].ClS([O-])(=O)=O. Product: [C:44]1([CH3:70])[CH:49]=[CH:48][C:47]([S:50]([CH2:53][CH2:54][O:55][C:56](=[O:69])[CH2:57][O:58][C:59]2[CH:64]=[CH:63][C:62]([S:65]([N:21]3[C:20]4[CH:22]=[CH:23][CH:24]=[CH:25][C:19]=4[N:18]=[C:17]3[S:15]([CH2:14][C:3]3[C:2]([CH3:1])=[C:7]([O:8][CH2:9][C:10]([F:13])([F:11])[F:12])[CH:6]=[CH:5][N:4]=3)=[O:16])(=[O:66])=[O:67])=[CH:61][CH:60]=2)(=[O:52])=[O:51])=[CH:46][CH:45]=1. (3) Reactant: [Cl:1][C:2]1[CH:7]=[CH:6][C:5]([NH:8][C:9]([CH:11]2[CH2:20][CH2:19][C:18]3[C:13](=[CH:14][C:15]([OH:21])=[CH:16][CH:17]=3)[CH2:12]2)=[O:10])=[CH:4][C:3]=1[C:22]([F:25])([F:24])[F:23].Cl[C:27]1[CH:32]=[CH:31][N:30]=[C:29]([C:33]2[NH:34][CH2:35][CH2:36][N:37]=2)[CH:28]=1.C([O-])([O-])=O.[Cs+].[Cs+].O. Product: [Cl:1][C:2]1[CH:7]=[CH:6][C:5]([NH:8][C:9]([CH:11]2[CH2:20][CH2:19][C:18]3[C:13](=[CH:14][C:15]([O:21][C:27]4[CH:32]=[CH:31][N:30]=[C:29]([C:33]5[NH:34][CH2:35][CH2:36][N:37]=5)[CH:28]=4)=[CH:16][CH:17]=3)[CH2:12]2)=[O:10])=[CH:4][C:3]=1[C:22]([F:23])([F:24])[F:25]. The catalyst class is: 3. (4) Reactant: Cl.[CH:2]1([CH2:8][N:9]2[CH2:14][CH2:13][CH:12]([N:15]([CH3:36])[C:16](=[O:35])[CH2:17][O:18][C:19]3[N:24]=[C:23]([CH3:25])[C:22]([NH:26]C(=O)OC(C)(C)C)=[C:21]([CH3:34])[N:20]=3)[CH2:11][CH2:10]2)[CH2:7][CH2:6][CH2:5][CH2:4][CH2:3]1.[OH-].[Na+]. Product: [NH2:26][C:22]1[C:23]([CH3:25])=[N:24][C:19]([O:18][CH2:17][C:16]([N:15]([CH:12]2[CH2:13][CH2:14][N:9]([CH2:8][CH:2]3[CH2:7][CH2:6][CH2:5][CH2:4][CH2:3]3)[CH2:10][CH2:11]2)[CH3:36])=[O:35])=[N:20][C:21]=1[CH3:34]. The catalyst class is: 22.